From a dataset of Forward reaction prediction with 1.9M reactions from USPTO patents (1976-2016). Predict the product of the given reaction. (1) Given the reactants COC(C1C=CC(COC2C=CC=C3C=2C=C(S(O)(=O)=O)C=C3)=CC=1)=O.[O-:27][C:28]1[CH:37]=[C:36]2[C:31]([CH:32]=[CH:33][C:34]([S:38]([O-:41])(=[O:40])=[O:39])=[CH:35]2)=[CH:30][CH:29]=1.[Na+].[Na+].Cl[CH2:45][CH2:46][N:47]1[CH2:52][CH2:51][O:50][CH2:49][CH2:48]1, predict the reaction product. The product is: [O:50]1[CH2:51][CH2:52][N:47]([CH2:46][CH2:45][O:27][C:28]2[CH:37]=[C:36]3[C:31]([CH:32]=[CH:33][C:34]([S:38]([OH:41])(=[O:39])=[O:40])=[CH:35]3)=[CH:30][CH:29]=2)[CH2:48][CH2:49]1. (2) Given the reactants [CH2:1]([N:8]1[CH2:13][CH2:12][C:11](=[O:14])[CH:10]([CH3:15])[CH2:9]1)[C:2]1[CH:7]=[CH:6][CH:5]=[CH:4][CH:3]=1.[CH:16]([N-]C(C)C)(C)C.[Li+].IC, predict the reaction product. The product is: [CH2:1]([N:8]1[CH2:13][CH:12]([CH3:16])[C:11](=[O:14])[CH:10]([CH3:15])[CH2:9]1)[C:2]1[CH:3]=[CH:4][CH:5]=[CH:6][CH:7]=1. (3) Given the reactants [NH2:1][C:2]1[N:7]=[C:6](Cl)[C:5]([CH:9]=[O:10])=[C:4]([Cl:11])[N:3]=1.[CH2:12]([NH2:17])[CH2:13][CH2:14][CH2:15][CH3:16], predict the reaction product. The product is: [NH2:1][C:2]1[N:3]=[C:4]([Cl:11])[C:5]([CH:9]=[O:10])=[C:6]([NH:17][CH2:12][CH2:13][CH2:14][CH2:15][CH3:16])[N:7]=1. (4) Given the reactants [C:1]([O:5][C:6]([N:8]1[CH2:12][C@H:11]([O:13][C:14]2[CH:19]=[C:18]([N+:20]([O-:22])=[O:21])[CH:17]=[C:16]([F:23])[CH:15]=2)[CH2:10][C@H:9]1[CH2:24][OH:25])=[O:7])([CH3:4])([CH3:3])[CH3:2].[CH3:26]I.[H-].[Na+], predict the reaction product. The product is: [C:1]([O:5][C:6]([N:8]1[CH2:12][C@H:11]([O:13][C:14]2[CH:19]=[C:18]([N+:20]([O-:22])=[O:21])[CH:17]=[C:16]([F:23])[CH:15]=2)[CH2:10][C@H:9]1[CH2:24][O:25][CH3:26])=[O:7])([CH3:4])([CH3:3])[CH3:2]. (5) Given the reactants [CH:1]1([NH:7][C:8]2[C:13]([C:14](OCC)=[O:15])=[CH:12][N:11]=[C:10]3[N:19]([S:22]([C:25]4[CH:31]=[CH:30][C:28]([CH3:29])=[CH:27][CH:26]=4)(=[O:24])=[O:23])[CH:20]=[CH:21][C:9]=23)[CH2:6][CH2:5][CH2:4][CH2:3][CH2:2]1.CC(C[AlH]CC(C)C)C, predict the reaction product. The product is: [CH:1]1([NH:7][C:8]2[C:13]([CH2:14][OH:15])=[CH:12][N:11]=[C:10]3[N:19]([S:22]([C:25]4[CH:26]=[CH:27][C:28]([CH3:29])=[CH:30][CH:31]=4)(=[O:24])=[O:23])[CH:20]=[CH:21][C:9]=23)[CH2:2][CH2:3][CH2:4][CH2:5][CH2:6]1. (6) Given the reactants [C:1]([C:3]([C:6]1[CH:7]=[C:8]([CH:22]=[CH:23][CH:24]=1)[C:9]([NH:11][C:12]1[CH:17]=[CH:16][C:15]([CH3:18])=[C:14]([N+:19]([O-])=O)[CH:13]=1)=[O:10])([CH3:5])[CH3:4])#[N:2].CC(O)=O, predict the reaction product. The product is: [NH2:19][C:14]1[CH:13]=[C:12]([NH:11][C:9](=[O:10])[C:8]2[CH:22]=[CH:23][CH:24]=[C:6]([C:3]([C:1]#[N:2])([CH3:5])[CH3:4])[CH:7]=2)[CH:17]=[CH:16][C:15]=1[CH3:18]. (7) Given the reactants Br[C:2]1[C:3]([CH3:14])=[C:4]([Cl:13])[C:5]([OH:12])=[C:6]([CH:11]=1)[C:7]([O:9][CH3:10])=[O:8].[B:15]1([B:15]2[O:19][C:18]([CH3:21])([CH3:20])[C:17]([CH3:23])([CH3:22])[O:16]2)[O:19][C:18]([CH3:21])([CH3:20])[C:17]([CH3:23])([CH3:22])[O:16]1.C([O-])(=O)C.[K+].O, predict the reaction product. The product is: [Cl:13][C:4]1[C:5]([OH:12])=[C:6]([CH:11]=[C:2]([B:15]2[O:19][C:18]([CH3:21])([CH3:20])[C:17]([CH3:23])([CH3:22])[O:16]2)[C:3]=1[CH3:14])[C:7]([O:9][CH3:10])=[O:8]. (8) Given the reactants [O:1]1[CH2:6][CH2:5][CH2:4][O:3][CH:2]1[CH2:7][CH2:8][N:9]1[CH2:14][CH2:13][CH:12]([N:15]([CH2:30][C:31]2[CH:36]=[CH:35][C:34]([F:37])=[CH:33][CH:32]=2)C(=O)CC2C=CC(OCC(C)C)=CC=2)[CH2:11][CH2:10]1.C(O)C[C@H](O)C, predict the reaction product. The product is: [O:1]1[CH2:6][CH2:5][CH2:4][O:3][CH:2]1[CH2:7][CH2:8][N:9]1[CH2:10][CH2:11][CH:12]([NH:15][CH2:30][C:31]2[CH:36]=[CH:35][C:34]([F:37])=[CH:33][CH:32]=2)[CH2:13][CH2:14]1. (9) The product is: [OH:41][CH:42]1[CH2:47][CH2:46][CH:45]([O:1][C:2]2[CH:3]=[CH:4][C:5]([N:8]3[C:13](=[O:14])[C:12]([CH2:15][C:16]4[CH:21]=[CH:20][C:19]([C:22]5[CH:27]=[CH:26][CH:25]=[CH:24][C:23]=5[C:28]5[NH:71][C:72](=[O:73])[O:74][N:29]=5)=[CH:18][CH:17]=4)=[C:11]([CH2:30][CH2:31][CH3:32])[N:10]=[C:9]3[CH3:33])=[CH:6][CH:7]=2)[CH2:44][C:43]1([CH3:49])[CH3:50]. Given the reactants [OH:1][C:2]1[CH:7]=[CH:6][C:5]([N:8]2[C:13](=[O:14])[C:12]([CH2:15][C:16]3[CH:21]=[CH:20][C:19]([C:22]4[C:23]([C:28]#[N:29])=[CH:24][CH:25]=[CH:26][CH:27]=4)=[CH:18][CH:17]=3)=[C:11]([CH2:30][CH2:31][CH3:32])[N:10]=[C:9]2[CH3:33])=[CH:4][CH:3]=1.[Si]([O:41][CH:42]1[CH2:47][CH2:46][CH:45](O)[CH2:44][C:43]1([CH3:50])[CH3:49])(C(C)(C)C)(C)C.C1(P(C2C=CC=CC=2)C2C=CC=CC=2)C=CC=CC=1.[N:71]([C:72]([O:74]C(C)C)=[O:73])=[N:71][C:72]([O:74]C(C)C)=[O:73], predict the reaction product.